Regression. Given two drug SMILES strings and cell line genomic features, predict the synergy score measuring deviation from expected non-interaction effect. From a dataset of NCI-60 drug combinations with 297,098 pairs across 59 cell lines. (1) Drug 1: CC1=C2C(C(=O)C3(C(CC4C(C3C(C(C2(C)C)(CC1OC(=O)C(C(C5=CC=CC=C5)NC(=O)C6=CC=CC=C6)O)O)OC(=O)C7=CC=CC=C7)(CO4)OC(=O)C)O)C)OC(=O)C. Drug 2: C1CN(CCN1C(=O)CCBr)C(=O)CCBr. Cell line: HCT-15. Synergy scores: CSS=21.9, Synergy_ZIP=-2.10, Synergy_Bliss=0.405, Synergy_Loewe=-0.174, Synergy_HSA=-0.270. (2) Cell line: UO-31. Synergy scores: CSS=4.87, Synergy_ZIP=-3.97, Synergy_Bliss=-4.02, Synergy_Loewe=-1.69, Synergy_HSA=-1.50. Drug 2: C1=CN(C=N1)CC(O)(P(=O)(O)O)P(=O)(O)O. Drug 1: C1CCC(CC1)NC(=O)N(CCCl)N=O. (3) Drug 1: CC12CCC3C(C1CCC2=O)CC(=C)C4=CC(=O)C=CC34C. Drug 2: C1CN1P(=S)(N2CC2)N3CC3. Cell line: CCRF-CEM. Synergy scores: CSS=71.9, Synergy_ZIP=-1.14, Synergy_Bliss=0.746, Synergy_Loewe=-0.171, Synergy_HSA=1.24. (4) Drug 1: CC1C(C(=O)NC(C(=O)N2CCCC2C(=O)N(CC(=O)N(C(C(=O)O1)C(C)C)C)C)C(C)C)NC(=O)C3=C4C(=C(C=C3)C)OC5=C(C(=O)C(=C(C5=N4)C(=O)NC6C(OC(=O)C(N(C(=O)CN(C(=O)C7CCCN7C(=O)C(NC6=O)C(C)C)C)C)C(C)C)C)N)C. Drug 2: C1CN(P(=O)(OC1)NCCCl)CCCl. Cell line: OVCAR-5. Synergy scores: CSS=31.2, Synergy_ZIP=-7.88, Synergy_Bliss=-1.93, Synergy_Loewe=-85.5, Synergy_HSA=-0.855. (5) Drug 1: CS(=O)(=O)OCCCCOS(=O)(=O)C. Drug 2: C1CCC(C(C1)N)N.C(=O)(C(=O)[O-])[O-].[Pt+4]. Cell line: K-562. Synergy scores: CSS=26.1, Synergy_ZIP=-0.342, Synergy_Bliss=1.84, Synergy_Loewe=-23.2, Synergy_HSA=-0.244.